From a dataset of Full USPTO retrosynthesis dataset with 1.9M reactions from patents (1976-2016). Predict the reactants needed to synthesize the given product. (1) The reactants are: [OH:1][C:2]1[C:11]2[C:6](=[CH:7][CH:8]=[CH:9][CH:10]=2)[CH:5]=[CH:4][C:3]=1[C:12]([OH:14])=O.ON1C2C=CC=CC=2N=N1.Cl.C(N=C=NCCCN(C)C)C.C(N(CC)C(C)C)(C)C.Cl.[CH3:47][O:48][C:49]([C:51]1([NH2:57])[CH2:56][CH2:55][S:54][CH2:53][CH2:52]1)=[O:50].Cl. Given the product [CH3:47][O:48][C:49]([C:51]1([NH:57][C:12]([C:3]2[CH:4]=[CH:5][C:6]3[C:11](=[CH:10][CH:9]=[CH:8][CH:7]=3)[C:2]=2[OH:1])=[O:14])[CH2:52][CH2:53][S:54][CH2:55][CH2:56]1)=[O:50], predict the reactants needed to synthesize it. (2) Given the product [S:6]([O-:10])([O-:9])(=[O:8])=[O:7].[Na+:5].[Na+:5].[C:1](=[O:3])=[O:2].[NH3:18], predict the reactants needed to synthesize it. The reactants are: [C:1](=O)([OH:3])[O-:2].[Na+:5].[S:6]([O-:10])([O-:9])(=[O:8])=[O:7].[Na+].[Na+].S([O-])([O-])(=O)=O.[NH4+:18].[NH4+].C(=O)(O)[O-].[NH4+]. (3) Given the product [NH2:15][C:11]1[CH:10]=[C:9]([NH:8][C:6]([C:2]2([CH3:1])[CH2:5][O:4][CH2:3]2)=[O:7])[CH:14]=[CH:13][CH:12]=1, predict the reactants needed to synthesize it. The reactants are: [CH3:1][C:2]1([C:6]([NH:8][C:9]2[CH:14]=[CH:13][CH:12]=[C:11]([N+:15]([O-])=O)[CH:10]=2)=[O:7])[CH2:5][O:4][CH2:3]1. (4) Given the product [CH:33]1([O:32][C:29]2[CH:30]=[CH:31][C:26]([N:7]3[C:8]4[C:13](=[CH:12][C:11]([C:16]5[CH:21]=[CH:20][C:19]([C:22]([F:23])([F:24])[F:25])=[CH:18][CH:17]=5)=[CH:10][CH:9]=4)[C:14]([CH2:39][CH2:38][C:40]4[CH:45]=[CH:44][N:43]=[CH:42][CH:41]=4)=[C:6]3[C:4]([OH:3])=[O:5])=[CH:27][CH:28]=2)[CH2:37][CH2:36][CH2:35][CH2:34]1, predict the reactants needed to synthesize it. The reactants are: C([O:3][C:4]([C:6]1[N:7]([C:26]2[CH:31]=[CH:30][C:29]([O:32][CH:33]3[CH2:37][CH2:36][CH2:35][CH2:34]3)=[CH:28][CH:27]=2)[C:8]2[C:13]([C:14]=1I)=[CH:12][C:11]([C:16]1[CH:21]=[CH:20][C:19]([C:22]([F:25])([F:24])[F:23])=[CH:18][CH:17]=1)=[CH:10][CH:9]=2)=[O:5])C.[CH:38]([C:40]1[CH:45]=[CH:44][N:43]=[CH:42][CH:41]=1)=[CH2:39].C([O-])([O-])=O.[Cs+].[Cs+].CN(C=O)C. (5) Given the product [CH3:1][O:2][C:3]1[CH:21]=[CH:20][C:6]([O:7][C:8]2[CH:9]=[CH:10][C:11]([C:14]3[O:15][CH:16]=[C:17]([O:19][S:30]([C:33]([F:36])([F:35])[F:34])(=[O:32])=[O:31])[N:18]=3)=[CH:12][CH:13]=2)=[CH:5][CH:4]=1, predict the reactants needed to synthesize it. The reactants are: [CH3:1][O:2][C:3]1[CH:21]=[CH:20][C:6]([O:7][C:8]2[CH:13]=[CH:12][C:11]([C:14]3[O:15][CH:16]=[C:17]([OH:19])[N:18]=3)=[CH:10][CH:9]=2)=[CH:5][CH:4]=1.N1C(C)=CC=CC=1C.[S:30](O[S:30]([C:33]([F:36])([F:35])[F:34])(=[O:32])=[O:31])([C:33]([F:36])([F:35])[F:34])(=[O:32])=[O:31]. (6) Given the product [CH3:1][O:2][C:3]1[CH:4]=[CH:5][CH:6]=[C:7]2[C:12]=1[CH:11]=[C:10]([C:13]([OH:21])=[O:15])[CH:9]=[CH:8]2, predict the reactants needed to synthesize it. The reactants are: [CH3:1][O:2][C:3]1[CH:4]=[CH:5][CH:6]=[C:7]2[C:12]=1[CH:11]=[C:10]([C:13]#N)[CH:9]=[CH:8]2.[OH-:15].[K+].Cl.C(O)C.[OH2:21]. (7) Given the product [Br:39][C:33]1[CH:34]=[C:35]2[C:30](=[C:31]([C:40]#[N:41])[CH:32]=1)[N:29]=[C:28]([C:26]([OH:27])=[O:25])[CH:37]=[C:36]2[OH:38], predict the reactants needed to synthesize it. The reactants are: COC(C1C=C(O)C2C(=C(OCC3C=CC=CC=3)C=CC=2)N=1)=O.C[O:25][C:26]([C:28]1[CH:37]=[C:36]([OH:38])[C:35]2[C:30](=[C:31]([C:40]#[N:41])[CH:32]=[C:33]([Br:39])[CH:34]=2)[N:29]=1)=[O:27].